Dataset: Catalyst prediction with 721,799 reactions and 888 catalyst types from USPTO. Task: Predict which catalyst facilitates the given reaction. (1) Reactant: [F:1][C:2]([F:34])([F:33])[CH2:3][CH2:4][CH:5]([C:17]1[CH:32]=[CH:31][C:20]([C:21]([NH:23][CH2:24][CH2:25][C:26]([O:28]CC)=[O:27])=[O:22])=[CH:19][CH:18]=1)[NH:6][C:7]1[CH:8]=[N:9][C:10]2[C:15]([CH:16]=1)=[CH:14][CH:13]=[CH:12][CH:11]=2.[OH-].[Na+]. Product: [F:34][C:2]([F:1])([F:33])[CH2:3][CH2:4][CH:5]([C:17]1[CH:32]=[CH:31][C:20]([C:21]([NH:23][CH2:24][CH2:25][C:26]([OH:28])=[O:27])=[O:22])=[CH:19][CH:18]=1)[NH:6][C:7]1[CH:8]=[N:9][C:10]2[C:15]([CH:16]=1)=[CH:14][CH:13]=[CH:12][CH:11]=2. The catalyst class is: 111. (2) The catalyst class is: 31. Reactant: [Br:1][C:2]1[CH:9]=[C:8](F)[CH:7]=[CH:6][C:3]=1[CH:4]=[O:5].C(=O)([O-])[O-].[K+].[K+].[C:17]1([OH:23])[CH:22]=[CH:21][CH:20]=[CH:19][CH:18]=1. Product: [Br:1][C:2]1[CH:9]=[C:8]([O:23][C:17]2[CH:22]=[CH:21][CH:20]=[CH:19][CH:18]=2)[CH:7]=[CH:6][C:3]=1[CH:4]=[O:5]. (3) Reactant: [C:1]([C:3]1[N:7]([C:8]2[CH:13]=[C:12]([S:14][CH2:15][C:16]([F:19])([F:18])[F:17])[C:11]([CH3:20])=[CH:10][C:9]=2[F:21])[N:6]=[C:5]([O:22][CH2:23][C:24]([F:30])([F:29])[C:25]([F:28])([F:27])[F:26])[CH:4]=1)#[N:2].ClC1C=CC=C(C(OO)=[O:39])C=1. Product: [C:1]([C:3]1[N:7]([C:8]2[CH:13]=[C:12]([S:14]([CH2:15][C:16]([F:17])([F:18])[F:19])=[O:39])[C:11]([CH3:20])=[CH:10][C:9]=2[F:21])[N:6]=[C:5]([O:22][CH2:23][C:24]([F:30])([F:29])[C:25]([F:28])([F:27])[F:26])[CH:4]=1)#[N:2]. The catalyst class is: 22. (4) Reactant: CS(O[CH2:6][CH:7]1[CH2:9][CH:8]1[CH2:10][C:11]1[N:19]2[C:14]([C:15]([NH2:20])=[N:16][CH:17]=[N:18]2)=[C:13]([C:21]2[CH:22]=[CH:23][C:24]3[C:28]([CH:29]=2)=[N:27][N:26]([CH2:30][C:31]2[CH:36]=[CH:35][CH:34]=[CH:33][CH:32]=2)[CH:25]=3)[CH:12]=1)(=O)=O.[NH:37]1[CH2:41][CH2:40][CH2:39][CH2:38]1.CCN(C(C)C)C(C)C. Product: [CH2:30]([N:26]1[CH:25]=[C:24]2[C:28]([CH:29]=[C:21]([C:13]3[CH:12]=[C:11]([CH2:10][CH:8]4[CH2:9][CH:7]4[CH2:6][N:37]4[CH2:41][CH2:40][CH2:39][CH2:38]4)[N:19]4[C:14]=3[C:15]([NH2:20])=[N:16][CH:17]=[N:18]4)[CH:22]=[CH:23]2)=[N:27]1)[C:31]1[CH:36]=[CH:35][CH:34]=[CH:33][CH:32]=1. The catalyst class is: 3. (5) Reactant: [Li+:1].CCC[CH2-].[CH:6]([NH:9][CH:10]([CH3:12])[CH3:11])([CH3:8])[CH3:7].C([N-]C(C)C)(C)C.[Li+].[CH3:21][C:22]1[N:26]=[C:25]([CH3:27])[N:24]([C:28]2[N:33]=[C:32]([CH3:34])[N:31]=[C:30]([C@@H:35]3[CH2:37][C@H:36]3[C:38]([O:40]CC)=O)[CH:29]=2)[N:23]=1.[Cl:43][CH2:44]I. Product: [CH:6]([N-:9][CH:10]([CH3:12])[CH3:11])([CH3:8])[CH3:7].[Li+:1].[Cl:43][CH2:44][C:38]([C@H:36]1[CH2:37][C@@H:35]1[C:30]1[CH:29]=[C:28]([N:24]2[C:25]([CH3:27])=[N:26][C:22]([CH3:21])=[N:23]2)[N:33]=[C:32]([CH3:34])[N:31]=1)=[O:40]. The catalyst class is: 49. (6) Reactant: Cl[C:2]1[C:11]2[C:6](=[CH:7][C:8]3[CH:15]=[C:14]([O:16][CH2:17][CH2:18][N:19]4[CH2:24][CH2:23][O:22][CH2:21][CH2:20]4)[C:13]([O:25][CH3:26])=[CH:12][C:9]=3[CH:10]=2)[N:5]=[CH:4][C:3]=1[C:27]#[N:28].ClC1C=C(N[S:37][C:38]2[N:39]([CH3:43])[CH:40]=[CH:41][N:42]=2)C=CC=1.[ClH:44].[N:45]1[CH:50]=[CH:49][CH:48]=[CH:47][CH:46]=1.[CH2:51](OCCO)C. Product: [Cl:44][C:46]1[CH:51]=[C:50]([NH:45][C:2]2[C:11]3[C:6](=[CH:7][C:8]4[CH:15]=[C:14]([O:16][CH2:17][CH2:18][N:19]5[CH2:24][CH2:23][O:22][CH2:21][CH2:20]5)[C:13]([O:25][CH3:26])=[CH:12][C:9]=4[CH:10]=3)[N:5]=[CH:4][C:3]=2[C:27]#[N:28])[CH:49]=[CH:48][C:47]=1[S:37][C:38]1[N:39]([CH3:43])[CH:40]=[CH:41][N:42]=1. The catalyst class is: 28. (7) Reactant: Br[C:2]1[CH:3]=[C:4]2[C:9](=[CH:10][CH:11]=1)[N:8]=[CH:7][N:6]=[C:5]2[C:12]1[CH:13]=[C:14]([C:18]([N:20]2[CH2:25][CH2:24][NH:23][C:22]([CH3:27])([CH3:26])[CH2:21]2)=[O:19])[CH:15]=[CH:16][CH:17]=1.[CH3:28][O:29][C:30]1[N:35]=[CH:34][C:33](B(O)O)=[CH:32][CH:31]=1.C(#N)C.C([O-])([O-])=O.[Na+].[Na+]. Product: [CH3:26][C:22]1([CH3:27])[NH:23][CH2:24][CH2:25][N:20]([C:18]([C:14]2[CH:15]=[CH:16][CH:17]=[C:12]([C:5]3[C:4]4[C:9](=[CH:10][CH:11]=[C:2]([C:33]5[CH:34]=[N:35][C:30]([O:29][CH3:28])=[CH:31][CH:32]=5)[CH:3]=4)[N:8]=[CH:7][N:6]=3)[CH:13]=2)=[O:19])[CH2:21]1. The catalyst class is: 518. (8) Reactant: C(=O)([O-])[O-].[K+].[K+].[N:7]1([CH2:13][CH2:14][CH2:15][NH2:16])[CH2:12][CH2:11][CH2:10][CH2:9][CH2:8]1.Cl[C:18]1[C:23]([N+:24]([O-:26])=[O:25])=[CH:22][CH:21]=[C:20]([Cl:27])[N:19]=1. Product: [Cl:27][C:20]1[N:19]=[C:18]([NH:16][CH2:15][CH2:14][CH2:13][N:7]2[CH2:12][CH2:11][CH2:10][CH2:9][CH2:8]2)[C:23]([N+:24]([O-:26])=[O:25])=[CH:22][CH:21]=1. The catalyst class is: 11. (9) Reactant: Cl[C:2]1[N:7]=[C:6]([C:8]2[CH:13]=[CH:12][CH:11]=[CH:10][CH:9]=2)[N:5]=[C:4]([C:14]([NH:16][C:17]2[CH:22]=[CH:21][CH:20]=[CH:19][C:18]=2[C:23]2[O:24][C:25]([CH3:28])=[N:26][N:27]=2)=[O:15])[CH:3]=1.[CH3:29][N:30]([CH3:34])[CH2:31][CH2:32][NH2:33]. Product: [CH3:29][N:30]([CH3:34])[CH2:31][CH2:32][NH:33][C:2]1[N:7]=[C:6]([C:8]2[CH:13]=[CH:12][CH:11]=[CH:10][CH:9]=2)[N:5]=[C:4]([C:14]([NH:16][C:17]2[CH:22]=[CH:21][CH:20]=[CH:19][C:18]=2[C:23]2[O:24][C:25]([CH3:28])=[N:26][N:27]=2)=[O:15])[CH:3]=1. The catalyst class is: 30.